Dataset: NCI-60 drug combinations with 297,098 pairs across 59 cell lines. Task: Regression. Given two drug SMILES strings and cell line genomic features, predict the synergy score measuring deviation from expected non-interaction effect. (1) Drug 1: C1=CN(C=N1)CC(O)(P(=O)(O)O)P(=O)(O)O. Drug 2: C1C(C(OC1N2C=NC(=NC2=O)N)CO)O. Synergy scores: CSS=5.91, Synergy_ZIP=-1.76, Synergy_Bliss=2.37, Synergy_Loewe=1.09, Synergy_HSA=1.11. Cell line: NCI/ADR-RES. (2) Drug 1: C1CCC(C1)C(CC#N)N2C=C(C=N2)C3=C4C=CNC4=NC=N3. Drug 2: CC1=C(C=C(C=C1)NC(=O)C2=CC=C(C=C2)CN3CCN(CC3)C)NC4=NC=CC(=N4)C5=CN=CC=C5. Cell line: ACHN. Synergy scores: CSS=-1.39, Synergy_ZIP=0.768, Synergy_Bliss=-2.16, Synergy_Loewe=-7.62, Synergy_HSA=-6.00. (3) Drug 1: CN(C)N=NC1=C(NC=N1)C(=O)N. Drug 2: C1C(C(OC1N2C=C(C(=O)NC2=O)F)CO)O. Cell line: SF-539. Synergy scores: CSS=22.3, Synergy_ZIP=-5.43, Synergy_Bliss=-13.1, Synergy_Loewe=-43.4, Synergy_HSA=-11.6. (4) Drug 1: CC(C)(C#N)C1=CC(=CC(=C1)CN2C=NC=N2)C(C)(C)C#N. Drug 2: C1CCC(C(C1)N)N.C(=O)(C(=O)[O-])[O-].[Pt+4]. Cell line: SF-539. Synergy scores: CSS=12.3, Synergy_ZIP=1.47, Synergy_Bliss=5.43, Synergy_Loewe=0.179, Synergy_HSA=0.938. (5) Drug 1: COC1=CC(=CC(=C1O)OC)C2C3C(COC3=O)C(C4=CC5=C(C=C24)OCO5)OC6C(C(C7C(O6)COC(O7)C8=CC=CS8)O)O. Drug 2: CC1=C2C(C(=O)C3(C(CC4C(C3C(C(C2(C)C)(CC1OC(=O)C(C(C5=CC=CC=C5)NC(=O)C6=CC=CC=C6)O)O)OC(=O)C7=CC=CC=C7)(CO4)OC(=O)C)O)C)OC(=O)C. Cell line: CCRF-CEM. Synergy scores: CSS=62.1, Synergy_ZIP=-0.896, Synergy_Bliss=-1.68, Synergy_Loewe=-3.86, Synergy_HSA=1.61. (6) Cell line: OVCAR3. Synergy scores: CSS=57.0, Synergy_ZIP=23.0, Synergy_Bliss=21.8, Synergy_Loewe=-15.9, Synergy_HSA=21.2. Drug 1: CC1=C(C=C(C=C1)NC2=NC=CC(=N2)N(C)C3=CC4=NN(C(=C4C=C3)C)C)S(=O)(=O)N.Cl. Drug 2: CCC1(CC2CC(C3=C(CCN(C2)C1)C4=CC=CC=C4N3)(C5=C(C=C6C(=C5)C78CCN9C7C(C=CC9)(C(C(C8N6C=O)(C(=O)OC)O)OC(=O)C)CC)OC)C(=O)OC)O.OS(=O)(=O)O. (7) Drug 1: CC1OCC2C(O1)C(C(C(O2)OC3C4COC(=O)C4C(C5=CC6=C(C=C35)OCO6)C7=CC(=C(C(=C7)OC)O)OC)O)O. Drug 2: CCN(CC)CCNC(=O)C1=C(NC(=C1C)C=C2C3=C(C=CC(=C3)F)NC2=O)C. Cell line: OVCAR-8. Synergy scores: CSS=20.9, Synergy_ZIP=1.93, Synergy_Bliss=2.07, Synergy_Loewe=-7.54, Synergy_HSA=-0.0434.